Dataset: Full USPTO retrosynthesis dataset with 1.9M reactions from patents (1976-2016). Task: Predict the reactants needed to synthesize the given product. (1) Given the product [O:13]1[C:14]2[CH:20]=[CH:19][CH:18]=[CH:17][C:15]=2[N:16]=[C:12]1[C:9]1[CH:10]=[CH:11][C:6]2[N:5]([CH2:4][CH2:3][S:2][CH3:1])[C:24]([CH3:25])=[N:21][C:7]=2[CH:8]=1, predict the reactants needed to synthesize it. The reactants are: [CH3:1][S:2][CH2:3][CH2:4][NH:5][C:6]1[CH:11]=[CH:10][C:9]([C:12]2[O:13][C:14]3[CH:20]=[CH:19][CH:18]=[CH:17][C:15]=3[N:16]=2)=[CH:8][C:7]=1[N+:21]([O-])=O.[C:24](O)(=O)[CH3:25]. (2) Given the product [NH2:1][C:2]1[C:3]([C:14]2[CH:23]=[CH:22][C:17]([C:18]([O:20][CH3:21])=[O:19])=[C:16]([F:24])[CH:15]=2)=[N:4][C:5]([CH:8]2[CH2:13][CH2:12][CH2:11][NH:10][CH2:9]2)=[CH:6][N:7]=1, predict the reactants needed to synthesize it. The reactants are: [NH2:1][C:2]1[C:3]([C:14]2[CH:23]=[CH:22][C:17]([C:18]([O:20][CH3:21])=[O:19])=[C:16]([F:24])[CH:15]=2)=[N:4][C:5]([C:8]2[CH2:13][CH2:12][CH2:11][NH:10][CH:9]=2)=[CH:6][N:7]=1. (3) Given the product [Br:1][C:2]1[CH:7]=[N:6][CH:5]=[C:4]([O:8][CH:10]([CH3:12])[CH3:11])[CH:3]=1, predict the reactants needed to synthesize it. The reactants are: [Br:1][C:2]1[CH:3]=[C:4]([OH:8])[CH:5]=[N:6][CH:7]=1.Cl[CH:10]([CH3:12])[CH3:11]. (4) Given the product [Cl:16][C:17]1[CH:36]=[CH:35][C:20]([O:21][C:22]2[C:31]3[C:26](=[CH:27][C:28]([O:6][S:7]([C:10]([F:11])([F:12])[F:13])(=[O:8])=[O:9])=[C:29]([O:32][CH3:33])[CH:30]=3)[N:25]=[CH:24][N:23]=2)=[C:19]([F:37])[CH:18]=1, predict the reactants needed to synthesize it. The reactants are: FC(F)(F)S([O:6][S:7]([C:10]([F:13])([F:12])[F:11])(=[O:9])=[O:8])(=O)=O.[Cl:16][C:17]1[CH:36]=[CH:35][C:20]([O:21][C:22]2[C:31]3[C:26](=[CH:27][C:28](O)=[C:29]([O:32][CH3:33])[CH:30]=3)[N:25]=[CH:24][N:23]=2)=[C:19]([F:37])[CH:18]=1.N1C=CC=CC=1.